This data is from Reaction yield outcomes from USPTO patents with 853,638 reactions. The task is: Predict the reaction yield, written as a fraction of the theoretical maximum amount of product (1.0 means a 100% yield; for example, 0.34 means a 34% yield). (1) The reactants are C([O:3][C:4]([C:6]1[C:7]2[CH2:8][CH2:9][C:10]([O:28][CH3:29])([C:21]3[CH:26]=[CH:25][CH:24]=[CH:23][C:22]=3[CH3:27])[O:11][C:12]=2[C:13]2[N:17]=[C:16]([CH3:18])[N:15]([CH3:19])[C:14]=2[CH:20]=1)=[O:5])C.[OH-].[Na+].Cl. The catalyst is CO.O1CCOCC1.O. The product is [CH3:29][O:28][C:10]1([C:21]2[CH:26]=[CH:25][CH:24]=[CH:23][C:22]=2[CH3:27])[CH2:9][CH2:8][C:7]2[C:6]([C:4]([OH:5])=[O:3])=[CH:20][C:14]3[N:15]([CH3:19])[C:16]([CH3:18])=[N:17][C:13]=3[C:12]=2[O:11]1. The yield is 0.870. (2) The product is [Br:17][C:12]1[CH:13]=[N:14][N:15]([CH3:16])[C:11]=1[C:3]1[CH:4]=[C:5]([C:7]([OH:9])=[O:8])[S:6][C:2]=1[Cl:1]. The reactants are [Cl:1][C:2]1[S:6][C:5]([C:7]([O:9]C)=[O:8])=[CH:4][C:3]=1[C:11]1[N:15]([CH3:16])[N:14]=[CH:13][CH:12]=1.[Br:17]N1C(=O)CCC1=O.[OH-].[Na+]. The yield is 0.280. The catalyst is C1COCC1. (3) The reactants are [C:1]([NH:5][CH2:6][P:7](=[O:10])([OH:9])[OH:8])([CH3:4])([CH3:3])[CH3:2].[OH-].[Na+:12]. The catalyst is CO. The product is [C:1]([NH:5][CH2:6][P:7](=[O:8])([O-:10])[O-:9])([CH3:4])([CH3:3])[CH3:2].[Na+:12].[Na+:12]. The yield is 0.860. (4) No catalyst specified. The yield is 0.950. The product is [Br:1][C:2]1[CH:3]=[C:4]2[C:8](=[CH:9][CH:10]=1)[NH:7][CH:6]=[C:5]2[C:11](=[O:15])[C:12]([O:24][CH3:23])=[O:13]. The reactants are [Br:1][C:2]1[CH:3]=[C:4]2[C:8](=[CH:9][CH:10]=1)[NH:7][CH:6]=[C:5]2[C:11](=[O:15])[C:12](Cl)=[O:13].CCN(CC)CC.[CH3:23][OH:24]. (5) The reactants are [CH2:1]([C:5]1[O:9][N:8]=[C:7]([C:10](F)=[O:11])[C:6]=1[C:13]([F:16])([F:15])[F:14])[CH:2]([CH3:4])[CH3:3].[OH:17][CH:18]([C:31]1[CH:36]=[CH:35][C:34](/[C:37](=[N:39]/O)/[NH2:38])=[CH:33][CH:32]=1)[CH2:19][N:20]1[CH2:25][CH2:24][CH2:23][C@H:22]([C:26]([O:28][CH2:29][CH3:30])=[O:27])[CH2:21]1.CCN(C(C)C)C(C)C. The catalyst is C(#N)C.ClCCl. The product is [OH:17][CH:18]([C:31]1[CH:36]=[CH:35][C:34]([C:37]2[N:39]=[C:10]([C:7]3[C:6]([C:13]([F:16])([F:15])[F:14])=[C:5]([CH2:1][CH:2]([CH3:4])[CH3:3])[O:9][N:8]=3)[O:11][N:38]=2)=[CH:33][CH:32]=1)[CH2:19][N:20]1[CH2:25][CH2:24][CH2:23][C@H:22]([C:26]([O:28][CH2:29][CH3:30])=[O:27])[CH2:21]1. The yield is 0.545. (6) The reactants are [C:1]([O:5][C@@H:6]([C:12]1[C:13]([CH3:42])=[N:14][C:15]([CH3:41])=[C:16]([C:26]2[CH:31]=[CH:30][C:29]([O:32][CH2:33][C:34]3[CH:39]=[CH:38][C:37]([F:40])=[CH:36][CH:35]=3)=[CH:28][CH:27]=2)[C:17]=1[N:18]1[CH2:23][CH2:22][C:21]([CH3:25])([CH3:24])[CH2:20][CH2:19]1)[C:7]([O:9]CC)=[O:8])([CH3:4])([CH3:3])[CH3:2].[Li+].[OH-]. The catalyst is CCO.O. The product is [C:1]([O:5][C@@H:6]([C:12]1[C:13]([CH3:42])=[N:14][C:15]([CH3:41])=[C:16]([C:26]2[CH:27]=[CH:28][C:29]([O:32][CH2:33][C:34]3[CH:39]=[CH:38][C:37]([F:40])=[CH:36][CH:35]=3)=[CH:30][CH:31]=2)[C:17]=1[N:18]1[CH2:23][CH2:22][C:21]([CH3:25])([CH3:24])[CH2:20][CH2:19]1)[C:7]([OH:9])=[O:8])([CH3:4])([CH3:2])[CH3:3]. The yield is 0.900. (7) The reactants are [CH3:1][C:2]1([CH3:28])[C:14]2[C:6]([N:7]=[C:8]3[C:13]=2[CH:12]=[CH:11][CH:10]=[CH:9]3)=[CH:5][C:4]2[CH:15]=[C:16]3[C:21]([C:3]1=2)=[CH:20][CH:19]([C:22]1[CH:27]=[CH:26][CH:25]=[CH:24][CH:23]=1)[CH:18]=[CH:17]3.CN(C=O)C.[Br:34]N1C(=O)CCC1=O. The catalyst is O. The product is [Br:34][C:15]1[C:4]2[CH:5]=[C:6]3[C:14]([C:2]([CH3:28])([CH3:1])[C:3]=2[C:21]2[C:16]=1[CH:17]=[CH:18][CH:19]([C:22]1[CH:27]=[CH:26][CH:25]=[CH:24][CH:23]=1)[CH:20]=2)=[C:13]1[C:8]([CH:9]=[CH:10][CH:11]=[CH:12]1)=[N:7]3. The yield is 0.946.